The task is: Predict the product of the given reaction.. This data is from Forward reaction prediction with 1.9M reactions from USPTO patents (1976-2016). (1) The product is: [CH2:1]1[C:10]2[C:5](=[CH:6][CH:7]=[CH:8][CH:9]=2)[CH2:4][CH2:3][N:2]1[CH2:11][CH:12]([OH:35])[CH2:13][NH:14][C:15](=[O:16])[C:17]1[CH:22]=[CH:21][CH:20]=[C:19]([CH:23]2[CH2:27][CH2:26][NH:25][CH2:24]2)[CH:18]=1. Given the reactants [CH2:1]1[C:10]2[C:5](=[CH:6][CH:7]=[CH:8][CH:9]=2)[CH2:4][CH2:3][N:2]1[CH2:11][CH:12]([OH:35])[CH2:13][NH:14][C:15]([C:17]1[CH:18]=[C:19]([CH:23]2[CH2:27][CH2:26][N:25](C(OC(C)(C)C)=O)[CH2:24]2)[CH:20]=[CH:21][CH:22]=1)=[O:16].C(O)(C(F)(F)F)=O, predict the reaction product. (2) The product is: [Cl:20][C:8]1[C:9]2[C:14](=[CH:13][CH:12]=[C:11]([O:15][CH3:16])[CH:10]=2)[C:5]([CH2:4][CH:1]2[CH2:3][CH2:2]2)=[N:6][N:7]=1. Given the reactants [CH:1]1([CH2:4][C:5]2[C:14]3[C:9](=[CH:10][C:11]([O:15][CH3:16])=[CH:12][CH:13]=3)[C:8](=O)[NH:7][N:6]=2)[CH2:3][CH2:2]1.P(Cl)(Cl)([Cl:20])=O, predict the reaction product. (3) The product is: [CH3:20][O:21][C:22](=[O:33])[CH2:23][CH2:24][C:25]1[CH:30]=[CH:29][C:28]([S:31][CH:17]([C:3]2[S:4][C:5]([C:7]3[CH:12]=[CH:11][C:10]([C:13]([F:16])([F:15])[F:14])=[CH:9][CH:8]=3)=[CH:6][C:2]=2[I:1])[CH3:18])=[CH:27][C:26]=1[CH3:32]. Given the reactants [I:1][C:2]1[CH:6]=[C:5]([C:7]2[CH:12]=[CH:11][C:10]([C:13]([F:16])([F:15])[F:14])=[CH:9][CH:8]=2)[S:4][C:3]=1[CH:17](O)[CH3:18].[CH3:20][O:21][C:22](=[O:33])[CH2:23][CH2:24][C:25]1[CH:30]=[CH:29][C:28]([SH:31])=[CH:27][C:26]=1[CH3:32].C(P(CCCC)CCCC)CCC.N(C(N1CCCCC1)=O)=NC(N1CCCCC1)=O, predict the reaction product. (4) Given the reactants [CH3:1][O:2][C:3]1[CH:4]=[CH:5][C:6]2[O:10][CH:9]=[C:8]([CH2:11][O:12][C:13]3[CH:21]=[CH:20][CH:19]=[C:18]4[C:14]=3[CH:15]=[C:16]([C:22]([OH:24])=O)[NH:17]4)[C:7]=2[CH:25]=1.Cl.Cl.Cl.[N:29]1([CH2:36][CH2:37][N:38]2[CH2:43][CH2:42][CH:41]([NH2:44])[CH2:40][CH2:39]2)[CH2:35][CH2:34][CH2:33][CH2:32][CH2:31][CH2:30]1, predict the reaction product. The product is: [N:29]1([CH2:36][CH2:37][N:38]2[CH2:39][CH2:40][CH:41]([NH:44][C:22]([C:16]3[NH:17][C:18]4[C:14]([CH:15]=3)=[C:13]([O:12][CH2:11][C:8]3[C:7]5[CH:25]=[C:3]([O:2][CH3:1])[CH:4]=[CH:5][C:6]=5[O:10][CH:9]=3)[CH:21]=[CH:20][CH:19]=4)=[O:24])[CH2:42][CH2:43]2)[CH2:35][CH2:34][CH2:33][CH2:32][CH2:31][CH2:30]1.